This data is from Full USPTO retrosynthesis dataset with 1.9M reactions from patents (1976-2016). The task is: Predict the reactants needed to synthesize the given product. (1) Given the product [O:17]1[CH:21]=[CH:20][C:19]([C:2]2[CH:16]=[CH:15][C:5]([CH2:6][NH:7][C:8](=[O:14])[O:9][C:10]([CH3:13])([CH3:12])[CH3:11])=[CH:4][CH:3]=2)=[CH:18]1, predict the reactants needed to synthesize it. The reactants are: Br[C:2]1[CH:16]=[CH:15][C:5]([CH2:6][NH:7][C:8](=[O:14])[O:9][C:10]([CH3:13])([CH3:12])[CH3:11])=[CH:4][CH:3]=1.[O:17]1[CH:21]=[CH:20][C:19](B2OC(C)(C)C(C)(C)O2)=[CH:18]1.C(=O)([O-])[O-].[K+].[K+].O. (2) Given the product [Br:18][C:19]1[C:28]2[C:27]([CH3:30])([CH3:29])[CH2:26][CH:25]=[C:24]([CH:31]([CH3:33])[CH3:32])[C:23]=2[CH:22]=[C:21](/[C:34](/[CH:39]([CH3:41])[CH3:40])=[C:35](/[F:38])\[CH:36]=[CH:9]\[C:10](\[CH3:17])=[CH:11]\[C:12]([O:14][CH2:15][CH3:16])=[O:13])[C:20]=1[O:42][CH2:43][CH3:44], predict the reactants needed to synthesize it. The reactants are: C(OP([CH2:9][C:10]([CH3:17])=[CH:11][C:12]([O:14][CH2:15][CH3:16])=[O:13])(OCC)=O)C.[Br:18][C:19]1[C:28]2[C:27]([CH3:30])([CH3:29])[CH2:26][CH:25]=[C:24]([CH:31]([CH3:33])[CH3:32])[C:23]=2[CH:22]=[C:21](/[C:34](/[CH:39]([CH3:41])[CH3:40])=[C:35](/[F:38])\[CH:36]=O)[C:20]=1[O:42][CH2:43][CH3:44]. (3) The reactants are: C([O:5][C:6]([N:8]1[C:12]([CH3:13])=[C:11]([Cl:14])[C:10]([C:15]([F:18])([F:17])[F:16])=[N:9]1)=[O:7])(C)(C)C.Cl.O1CCOCC1.CCOCC. Given the product [Cl:14][C:11]1[C:10]([C:15]([F:17])([F:16])[F:18])=[N:9][N:8]([C:6]([OH:7])=[O:5])[C:12]=1[CH3:13], predict the reactants needed to synthesize it. (4) Given the product [CH2:1]([O:3][C:4]([CH:6]1[CH:11]([NH2:29])[CH2:10][CH2:9][N:8]([C:13]2[CH:18]=[CH:17][C:16]([O:19][CH3:20])=[C:15]([O:21][CH3:22])[CH:14]=2)[CH2:7]1)=[O:5])[CH3:2], predict the reactants needed to synthesize it. The reactants are: [CH2:1]([O:3][C:4]([CH:6]1[C:11](=O)[CH2:10][CH2:9][N:8]([C:13]2[CH:18]=[CH:17][C:16]([O:19][CH3:20])=[C:15]([O:21][CH3:22])[CH:14]=2)[CH2:7]1)=[O:5])[CH3:2].C([O-])(=O)C.[NH4+].C([BH3-])#[N:29].[Na+]. (5) Given the product [F:1][C:2]([C:5]1[N:6]=[C:7]([CH2:10][N:11]2[N:15]=[C:14]([NH:16][C:32]([C:27]3[N:28]=[C:29]([CH3:31])[O:30][C:26]=3[C:21]3[CH:22]=[CH:23][C:24]([F:25])=[C:19]([N:18]([CH3:35])[CH3:17])[CH:20]=3)=[O:33])[CH:13]=[N:12]2)[O:8][CH:9]=1)([F:4])[CH3:3], predict the reactants needed to synthesize it. The reactants are: [F:1][C:2]([C:5]1[N:6]=[C:7]([CH2:10][N:11]2[N:15]=[C:14]([NH2:16])[CH:13]=[N:12]2)[O:8][CH:9]=1)([F:4])[CH3:3].[CH3:17][N:18]([CH3:35])[C:19]1[CH:20]=[C:21]([C:26]2[O:30][C:29]([CH3:31])=[N:28][C:27]=2[C:32](O)=[O:33])[CH:22]=[CH:23][C:24]=1[F:25]. (6) The reactants are: [Cl:1][C:2]1[C:3]([C:9](=[N:24][OH:25])[CH2:10][NH:11][C:12](=[O:23])[C:13]2[CH:18]=[CH:17][CH:16]=[CH:15][C:14]=2[C:19]([F:22])([F:21])[F:20])=[N:4][CH:5]=[C:6]([Cl:8])[CH:7]=1.C(=O)([O-])[O-].[K+].[K+].I[CH:33]([CH2:35][CH3:36])[CH3:34].O. Given the product [Cl:1][C:2]1[C:3]([C:9](=[N:24][O:25][CH:33]([CH2:35][CH3:36])[CH3:34])[CH2:10][NH:11][C:12](=[O:23])[C:13]2[CH:18]=[CH:17][CH:16]=[CH:15][C:14]=2[C:19]([F:20])([F:22])[F:21])=[N:4][CH:5]=[C:6]([Cl:8])[CH:7]=1, predict the reactants needed to synthesize it. (7) Given the product [CH3:16][C:17]1[CH:21]=[CH:20][O:19][C:18]=1[C:22]([NH:24][C:25]1[CH:26]=[C:27]([C:31]#[C:32][C:33]2[CH:41]=[C:37]([C:38]([N:9]=[S@:7]([CH2:10][C:11]([O:13][CH2:14][CH3:15])=[O:12])([C:1]3[CH:2]=[CH:3][CH:4]=[CH:5][CH:6]=3)=[O:8])=[O:39])[CH:36]=[N:35][CH:34]=2)[CH:28]=[CH:29][CH:30]=1)=[O:23], predict the reactants needed to synthesize it. The reactants are: [C:1]1([S@@:7]([CH2:10][C:11]([O:13][CH2:14][CH3:15])=[O:12])(=[NH:9])=[O:8])[CH:6]=[CH:5][CH:4]=[CH:3][CH:2]=1.[CH3:16][C:17]1[CH:21]=[CH:20][O:19][C:18]=1[C:22]([NH:24][C:25]1[CH:26]=[C:27]([C:31]#[C:32][C:33]2[CH:34]=[N:35][CH:36]=[C:37]([CH:41]=2)[C:38](O)=[O:39])[CH:28]=[CH:29][CH:30]=1)=[O:23].Cl.CN(C)CCCN=C=NCC.Cl.